This data is from Reaction yield outcomes from USPTO patents with 853,638 reactions. The task is: Predict the reaction yield, written as a fraction of the theoretical maximum amount of product (1.0 means a 100% yield; for example, 0.34 means a 34% yield). The reactants are Br[C:2]1[CH:11]=[C:10]2[C:5]([CH2:6][CH2:7][NH:8][C:9]2=[O:12])=[CH:4][CH:3]=1.[CH:13](B1OB(C=C)OB(C=C)O1)=[CH2:14].C([O-])([O-])=O.[K+].[K+].O. The catalyst is COCCOC.C1C=CC([P]([Pd]([P](C2C=CC=CC=2)(C2C=CC=CC=2)C2C=CC=CC=2)([P](C2C=CC=CC=2)(C2C=CC=CC=2)C2C=CC=CC=2)[P](C2C=CC=CC=2)(C2C=CC=CC=2)C2C=CC=CC=2)(C2C=CC=CC=2)C2C=CC=CC=2)=CC=1. The product is [CH:13]([C:2]1[CH:11]=[C:10]2[C:5]([CH2:6][CH2:7][NH:8][C:9]2=[O:12])=[CH:4][CH:3]=1)=[CH2:14]. The yield is 0.880.